From a dataset of Forward reaction prediction with 1.9M reactions from USPTO patents (1976-2016). Predict the product of the given reaction. (1) The product is: [Cl:23][C:18]1[CH:19]=[CH:20][CH:21]=[CH:22][C:17]=1[C:13]1[CH:14]=[CH:15][CH:16]=[C:11]([N:9]2[CH:10]=[C:6]([C:4]([C:26]3[CH:31]=[CH:30][CH:29]=[CH:28][C:27]=3[O:32][CH3:33])=[O:5])[N:7]=[CH:8]2)[CH:12]=1. Given the reactants CON(C)[C:4]([C:6]1[N:7]=[CH:8][N:9]([C:11]2[CH:12]=[C:13]([C:17]3[CH:22]=[CH:21][CH:20]=[CH:19][C:18]=3[Cl:23])[CH:14]=[CH:15][CH:16]=2)[CH:10]=1)=[O:5].Br[C:26]1[CH:31]=[CH:30][CH:29]=[CH:28][C:27]=1[O:32][CH3:33], predict the reaction product. (2) The product is: [OH:5][CH2:6][CH:7]([N:8]1[CH2:12][CH:11]([CH2:13][CH2:14][CH3:15])[CH2:10][C:9]1=[O:16])[N:17]1[CH:21]=[CH:20][N:19]=[CH:18]1. Given the reactants [BH4-].[Na+].C([O:5][C:6](=O)[CH:7]([N:17]1[CH:21]=[CH:20][N:19]=[CH:18]1)[N:8]1[CH2:12][CH:11]([CH2:13][CH2:14][CH3:15])[CH2:10][C:9]1=[O:16])C, predict the reaction product. (3) Given the reactants [Br:1][C:2]1[CH:3]=[CH:4][C:5]([C:12]([O:14][CH3:15])=[O:13])=[N:6][C:7]=1[S:8][CH:9]([CH3:11])[CH3:10].ClC1C=C(C=CC=1)C(OO)=[O:21], predict the reaction product. The product is: [Br:1][C:2]1[CH:3]=[CH:4][C:5]([C:12]([O:14][CH3:15])=[O:13])=[N:6][C:7]=1[S:8]([CH:9]([CH3:11])[CH3:10])=[O:21]. (4) Given the reactants S(Cl)([Cl:4])(=O)=O.[CH3:27][S:24]([C:21]1[CH:22]=[CH:23][C:18]([S:17][S:17][C:18]2[CH:23]=[CH:22][C:21]([S:24]([CH3:27])(=[O:26])=[O:25])=[CH:20][CH:19]=2)=[CH:19][CH:20]=1)(=[O:26])=[O:25].[CH2:28]([O:30][C:31](=[O:44])[CH2:32][C:33]1[C:34]([CH3:43])=[CH:35][N:36]2[C:41]=1[CH:40]=[CH:39][C:38]([F:42])=[CH:37]2)[CH3:29], predict the reaction product. The product is: [CH2:28]([O:30][C:31](=[O:44])[CH2:32][C:33]1[C:34]([CH3:43])=[C:35]([S:17][C:18]2[CH:19]=[CH:20][C:21]([S:24]([CH3:27])(=[O:25])=[O:26])=[CH:22][CH:23]=2)[N:36]2[C:41]=1[CH:40]=[C:39]([Cl:4])[C:38]([F:42])=[CH:37]2)[CH3:29]. (5) Given the reactants C(OC([N:8]1[CH2:13][CH2:12][N:11]([C:14]2[CH:19]=[C:18]([Cl:20])[CH:17]=[CH:16][C:15]=2[NH:21][C:22]([C:24]2[CH:29]=[CH:28][N:27]=[C:26]([Cl:30])[CH:25]=2)=[O:23])[CH2:10][CH2:9]1)=O)(C)(C)C.[F:31][C:32]([F:37])([F:36])[C:33]([OH:35])=[O:34], predict the reaction product. The product is: [F:31][C:32]([F:37])([F:36])[C:33]([OH:35])=[O:34].[Cl:30][C:26]1[CH:25]=[C:24]([CH:29]=[CH:28][N:27]=1)[C:22]([NH:21][C:15]1[CH:16]=[CH:17][C:18]([Cl:20])=[CH:19][C:14]=1[N:11]1[CH2:10][CH2:9][NH:8][CH2:13][CH2:12]1)=[O:23].